This data is from Forward reaction prediction with 1.9M reactions from USPTO patents (1976-2016). The task is: Predict the product of the given reaction. (1) Given the reactants C(OC(=O)[NH:7][C@@H:8]([C:11](=[O:16])[N:12]([O:14][CH3:15])[CH3:13])[CH2:9][CH3:10])(C)(C)C.[C:18]([OH:24])([C:20]([F:23])([F:22])[F:21])=[O:19], predict the reaction product. The product is: [OH:24][C:18]([C:20]([F:23])([F:22])[F:21])=[O:19].[NH2:7][C@H:8]([CH2:9][CH3:10])[C:11]([N:12]([O:14][CH3:15])[CH3:13])=[O:16]. (2) Given the reactants [CH3:1][C:2]1[C:7]([CH2:8][OH:9])=[CH:6][CH:5]=[C:4]([C:10]2[CH:15]=[CH:14][CH:13]=[C:12]([C:16]([F:19])([F:18])[F:17])[CH:11]=2)[N:3]=1, predict the reaction product. The product is: [CH3:1][C:2]1[C:7]([CH:8]=[O:9])=[CH:6][CH:5]=[C:4]([C:10]2[CH:15]=[CH:14][CH:13]=[C:12]([C:16]([F:18])([F:17])[F:19])[CH:11]=2)[N:3]=1. (3) Given the reactants F[C:2]1[CH:9]=[CH:8][C:5]([C:6]#[N:7])=[C:4]([C:10]([F:13])([F:12])[F:11])[CH:3]=1.[I:14][C:15]1[CH:20]=[CH:19][C:18]([OH:21])=[CH:17][CH:16]=1.C(=O)([O-])[O-].[Na+].[Na+], predict the reaction product. The product is: [I:14][C:15]1[CH:20]=[CH:19][C:18]([O:21][C:2]2[CH:9]=[CH:8][C:5]([C:6]#[N:7])=[C:4]([C:10]([F:13])([F:12])[F:11])[CH:3]=2)=[CH:17][CH:16]=1. (4) Given the reactants [H-].[Na+].[OH:3][C:4]1[CH:5]=[C:6]([NH:10][C:11](=[O:13])[CH3:12])[CH:7]=[CH:8][CH:9]=1.Cl[C:15]1[CH:20]=[C:19]([NH:21][C:22]2[CH:27]=[CH:26][CH:25]=[CH:24][CH:23]=2)[C:18]([N+:28]([O-:30])=[O:29])=[CH:17][N:16]=1.O, predict the reaction product. The product is: [N+:28]([C:18]1[C:19]([NH:21][C:22]2[CH:27]=[CH:26][CH:25]=[CH:24][CH:23]=2)=[CH:20][C:15]([O:3][C:4]2[CH:5]=[C:6]([NH:10][C:11](=[O:13])[CH3:12])[CH:7]=[CH:8][CH:9]=2)=[N:16][CH:17]=1)([O-:30])=[O:29]. (5) The product is: [OH:8][C:9]1[C:10]([CH3:29])=[CH:11][C:12]([C:16]2[CH:21]=[CH:20][C:19]([C:22]([O:24][CH3:25])=[O:23])=[C:18]([CH:26]([CH3:27])[CH3:28])[CH:17]=2)=[CH:13][C:14]=1[CH3:15]. Given the reactants C([O:8][C:9]1[C:14]([CH3:15])=[CH:13][C:12]([C:16]2[CH:21]=[CH:20][C:19]([C:22]([O:24][CH3:25])=[O:23])=[C:18]([CH:26]([CH3:28])[CH3:27])[CH:17]=2)=[CH:11][C:10]=1[CH3:29])C1C=CC=CC=1, predict the reaction product. (6) Given the reactants [NH2:1][C:2]1[CH:30]=[CH:29][C:5]([CH2:6][C:7]2[NH:15][C:14]3[C:13](=[O:16])[N:12]([CH2:17][C:18]4[CH:23]=[CH:22][CH:21]=[CH:20][CH:19]=4)[C:11](=[O:24])[N:10]([CH2:25][CH2:26][CH2:27][CH3:28])[C:9]=3[N:8]=2)=[CH:4][CH:3]=1.CC1(C)OC(=O)[C:35]2([CH2:37][CH2:36]2)[C:34](=O)[O:33]1.[Cl-].[NH4+], predict the reaction product. The product is: [CH2:17]([N:12]1[C:13](=[O:16])[C:14]2[NH:15][C:7]([CH2:6][C:5]3[CH:4]=[CH:3][C:2]([N:1]4[CH2:37][CH2:36][CH2:35][C:34]4=[O:33])=[CH:30][CH:29]=3)=[N:8][C:9]=2[N:10]([CH2:25][CH2:26][CH2:27][CH3:28])[C:11]1=[O:24])[C:18]1[CH:23]=[CH:22][CH:21]=[CH:20][CH:19]=1. (7) Given the reactants [CH3:1][CH:2]1[CH2:7][CH2:6][CH2:5][CH2:4][NH:3]1.[C:8]([C:10]1[CH:11]=[C:12]([CH:17]=[CH:18][C:19]=1F)[C:13]([O:15]C)=[O:14])#[N:9].[Li+].[OH-], predict the reaction product. The product is: [C:8]([C:10]1[CH:11]=[C:12]([CH:17]=[CH:18][C:19]=1[N:3]1[CH2:4][CH2:5][CH2:6][CH2:7][CH:2]1[CH3:1])[C:13]([OH:15])=[O:14])#[N:9]. (8) Given the reactants [O:1]=[CH:2][C:3]1[CH:11]=[CH:10][C:8]([OH:9])=[C:5]([O:6][CH3:7])[CH:4]=1.[F:12][C:13]([F:27])([F:26])[C:14]1[CH:21]=[C:20]([C:22]([F:25])([F:24])[F:23])[CH:19]=[CH:18][C:15]=1[CH2:16]Br.C(=O)([O-])[O-].[K+].[K+].O, predict the reaction product. The product is: [F:12][C:13]([F:26])([F:27])[C:14]1[CH:21]=[C:20]([C:22]([F:25])([F:23])[F:24])[CH:19]=[CH:18][C:15]=1[CH2:16][O:9][C:8]1[CH:10]=[CH:11][C:3]([CH:2]=[O:1])=[CH:4][C:5]=1[O:6][CH3:7]. (9) Given the reactants C[O:2][C:3]1[CH:8]=[C:7]([N:9]2[CH:13]=[CH:12][CH:11]=[N:10]2)[CH:6]=[CH:5][C:4]=1[C:14]1[S:18][C:17]([N:19]([CH3:30])[CH:20]2[CH2:25][C:24]([CH3:27])([CH3:26])[NH:23][C:22]([CH3:29])([CH3:28])[CH2:21]2)=[N:16][N:15]=1.B(Br)(Br)Br, predict the reaction product. The product is: [CH3:30][N:19]([CH:20]1[CH2:25][C:24]([CH3:27])([CH3:26])[NH:23][C:22]([CH3:29])([CH3:28])[CH2:21]1)[C:17]1[S:18][C:14]([C:4]2[CH:5]=[CH:6][C:7]([N:9]3[CH:13]=[CH:12][CH:11]=[N:10]3)=[CH:8][C:3]=2[OH:2])=[N:15][N:16]=1. (10) Given the reactants F[C:2]1[CH:9]=[CH:8][C:5]([C:6]#[N:7])=[CH:4][C:3]=1[CH:10]=[O:11].[Br:12][C:13]1[CH:18]=[CH:17][C:16]([OH:19])=[CH:15][C:14]=1[CH2:20][OH:21].C(=O)([O-])[O-].[K+].[K+].C(OCC)(=O)C.O, predict the reaction product. The product is: [Br:12][C:13]1[CH:18]=[CH:17][C:16]([O:19][C:2]2[CH:9]=[CH:8][C:5]([C:6]#[N:7])=[CH:4][C:3]=2[CH:10]=[O:11])=[CH:15][C:14]=1[CH2:20][OH:21].